From a dataset of Full USPTO retrosynthesis dataset with 1.9M reactions from patents (1976-2016). Predict the reactants needed to synthesize the given product. (1) Given the product [Cl:1][C:2]1[C:10]2[C:5](=[CH:6][C:7]([NH2:21])=[C:8]([CH2:11][NH:12][C@@H:13]([C:15]3[CH:16]=[CH:17][CH:18]=[CH:19][CH:20]=3)[CH3:14])[CH:9]=2)[N:4]([C:24]([C:37]2[CH:42]=[CH:41][CH:40]=[CH:39][CH:38]=2)([C:25]2[CH:26]=[CH:27][CH:28]=[CH:29][CH:30]=2)[C:31]2[CH:32]=[CH:33][CH:34]=[CH:35][CH:36]=2)[N:3]=1, predict the reactants needed to synthesize it. The reactants are: [Cl:1][C:2]1[C:10]2[C:5](=[CH:6][C:7]([N+:21]([O-])=O)=[C:8]([CH2:11][NH:12][C@@H:13]([C:15]3[CH:20]=[CH:19][CH:18]=[CH:17][CH:16]=3)[CH3:14])[CH:9]=2)[N:4]([C:24]([C:37]2[CH:42]=[CH:41][CH:40]=[CH:39][CH:38]=2)([C:31]2[CH:36]=[CH:35][CH:34]=[CH:33][CH:32]=2)[C:25]2[CH:30]=[CH:29][CH:28]=[CH:27][CH:26]=2)[N:3]=1. (2) Given the product [CH3:16][N:17]1[C:11](=[O:13])[CH2:7][C:8](=[O:9])[NH:20][C:18]1=[S:19], predict the reactants needed to synthesize it. The reactants are: CC[O-].[Na+].C([C:7](CC)([C:11]([O-:13])=O)[C:8]([O-])=[O:9])C.[CH3:16][NH:17][C:18]([NH2:20])=[S:19].Cl. (3) Given the product [CH3:26][C:27]1[O:31][C:30]([C:32]2[CH:37]=[CH:36][CH:35]=[C:34]([C:38]3[S:39][CH:40]=[CH:41][CH:42]=3)[CH:33]=2)=[N:29][C:28]=1[CH2:43][CH2:44][O:45][C:21]1[CH:22]=[CH:23][C:18]([CH2:17][C:5]([O:10][C:11]2[CH:16]=[CH:15][CH:14]=[CH:13][CH:12]=2)([CH2:6][CH2:7][CH2:8][CH3:9])[C:4]([OH:25])=[O:3])=[CH:19][CH:20]=1, predict the reactants needed to synthesize it. The reactants are: C([O:3][C:4](=[O:25])[C:5]([CH2:17][C:18]1[CH:23]=[CH:22][C:21](O)=[CH:20][CH:19]=1)([O:10][C:11]1[CH:16]=[CH:15][CH:14]=[CH:13][CH:12]=1)[CH2:6][CH2:7][CH2:8][CH3:9])C.[CH3:26][C:27]1[O:31][C:30]([C:32]2[CH:37]=[CH:36][CH:35]=[C:34]([C:38]3[S:39][CH:40]=[CH:41][CH:42]=3)[CH:33]=2)=[N:29][C:28]=1[CH2:43][CH2:44][O:45]S(C1C=CC(C)=CC=1)(=O)=O.C([O-])([O-])=O.[K+].[K+].[OH-].[Na+]. (4) Given the product [Cl:6][C:7]1[CH:8]=[C:9]([N:10]=[C:32]=[S:33])[CH:11]=[C:12]([C:28]([F:29])([F:30])[F:31])[C:13]=1[C:14]1[CH:27]=[CH:26][C:17]2[O:18][CH2:19][CH2:20][N:21]([S:22]([CH3:25])(=[O:23])=[O:24])[C:16]=2[CH:15]=1, predict the reactants needed to synthesize it. The reactants are: C(=O)([O-])[O-].[Ca+2].[Cl:6][C:7]1[CH:8]=[C:9]([CH:11]=[C:12]([C:28]([F:31])([F:30])[F:29])[C:13]=1[C:14]1[CH:27]=[CH:26][C:17]2[O:18][CH2:19][CH2:20][N:21]([S:22]([CH3:25])(=[O:24])=[O:23])[C:16]=2[CH:15]=1)[NH2:10].[C:32](Cl)(Cl)=[S:33].Cl. (5) Given the product [CH3:1][NH:2][C:3]1[C:8]([C:9]([OH:11])=[O:10])=[CH:7][N:6]=[C:5]([S:14][CH2:15][CH2:16][CH3:17])[N:4]=1, predict the reactants needed to synthesize it. The reactants are: [CH3:1][NH:2][C:3]1[C:8]([C:9]([O:11]CC)=[O:10])=[CH:7][N:6]=[C:5]([S:14][CH2:15][CH2:16][CH3:17])[N:4]=1.C(SC1N=C(SCCC)C(C(O)=O)=CN=1)CC.